From a dataset of Catalyst prediction with 721,799 reactions and 888 catalyst types from USPTO. Predict which catalyst facilitates the given reaction. Reactant: [CH:1]1([C@H:5]([NH:7][C:8]2[N:16]=[C:15]([C:17]([NH:19][NH2:20])=[O:18])[N:14]=[C:13]3[C:9]=2[N:10]([CH2:21][C@H:22]2[CH2:27][CH2:26][C@H:25]([CH3:28])[CH2:24][CH2:23]2)[CH:11]=[N:12]3)[CH3:6])[CH2:4][CH2:3][CH2:2]1.[C:29](N1C=CN=C1)(N1C=CN=C1)=[O:30].C1CCN2C(=NCCC2)CC1. Product: [CH:1]1([C@H:5]([NH:7][C:8]2[N:16]=[C:15]([C:17]3[O:18][C:29](=[O:30])[NH:20][N:19]=3)[N:14]=[C:13]3[C:9]=2[N:10]([CH2:21][C@H:22]2[CH2:27][CH2:26][C@H:25]([CH3:28])[CH2:24][CH2:23]2)[CH:11]=[N:12]3)[CH3:6])[CH2:4][CH2:3][CH2:2]1. The catalyst class is: 10.